Dataset: CYP3A4 inhibition data for predicting drug metabolism from PubChem BioAssay. Task: Regression/Classification. Given a drug SMILES string, predict its absorption, distribution, metabolism, or excretion properties. Task type varies by dataset: regression for continuous measurements (e.g., permeability, clearance, half-life) or binary classification for categorical outcomes (e.g., BBB penetration, CYP inhibition). Dataset: cyp3a4_veith. (1) The compound is CC(=O)OC[C@@H]1O[C@@H](O/N=C2/C[C@@H](O)[C@@H](O)[C@@H]3[C@@H]4C(=O)N(c5cccc(Oc6ccccc6)c5)C(=O)[C@H]4CC[C@@H]23)[C@H](OC(C)=O)[C@H](OC(C)=O)[C@@H]1OC(C)=O. The result is 0 (non-inhibitor). (2) The compound is CCCCNC(=O)C1C2C=CC3(CN(Cc4ccccc4Cl)C(=O)C13)O2. The result is 1 (inhibitor). (3) The drug is CC(C)NC(=O)N1CC2(CCN(C(=O)c3cccn3C)CC2)C1. The result is 0 (non-inhibitor). (4) The compound is CCOc1c(OC(C)=O)ccc(/C=C/c2ccc3cccc(OC(C)=O)c3n2)c1[N+](=O)[O-]. The result is 1 (inhibitor).